Dataset: Forward reaction prediction with 1.9M reactions from USPTO patents (1976-2016). Task: Predict the product of the given reaction. (1) The product is: [O:48]1[CH2:49][CH2:50][CH2:51][CH:52]=[C:47]1[C:2]1[CH:18]=[CH:17][C:5]([C:6]([NH:8][C:9]2[CH:14]=[CH:13][CH:12]=[C:11]([O:15][CH3:16])[CH:10]=2)=[O:7])=[CH:4][N:3]=1. Given the reactants Cl[C:2]1[CH:18]=[CH:17][C:5]([C:6]([NH:8][C:9]2[CH:14]=[CH:13][CH:12]=[C:11]([O:15][CH3:16])[CH:10]=2)=[O:7])=[CH:4][N:3]=1.O1C=CC=C1P(C1OC=CC=1)C1OC=CC=1.C(N(CC)CC)C.C([Sn](CCCC)(CCCC)[C:47]1[O:48][CH2:49][CH2:50][CH2:51][CH:52]=1)CCC, predict the reaction product. (2) The product is: [CH3:29][O:28][C:25]1[CH:24]=[CH:23][C:22]([C:13]2[C:14]3[CH:15]([C:16]4[CH:21]=[CH:20][CH:19]=[CH:18][CH:17]=4)[N:8]([C:5]4[CH:6]=[CH:7][C:2]([C:50]5[O:31][CH:35]=[CH:34][N:33]=5)=[CH:3][CH:4]=4)[C:9](=[O:30])[C:10]=3[NH:11][N:12]=2)=[CH:27][CH:26]=1. Given the reactants Br[C:2]1[CH:7]=[CH:6][C:5]([N:8]2[CH:15]([C:16]3[CH:21]=[CH:20][CH:19]=[CH:18][CH:17]=3)[C:14]3[C:13]([C:22]4[CH:27]=[CH:26][C:25]([O:28][CH3:29])=[CH:24][CH:23]=4)=[N:12][NH:11][C:10]=3[C:9]2=[O:30])=[CH:4][CH:3]=1.[O:31]1[CH:35]=[CH:34][NH:33]N1[Sn](CCCC)(CCCC)CCCC.O1C=CC=[C:50]1P(C1OC=CC=1)C1OC=CC=1, predict the reaction product. (3) Given the reactants [NH2:1][C:2]1[CH:10]=[CH:9][CH:8]=[CH:7][C:3]=1[C:4]([OH:6])=[O:5].N1C=CC=CC=1.[O:17]=[C:18](Cl)OC(Cl)(Cl)Cl.[Na+].[Cl-], predict the reaction product. The product is: [NH:1]1[C:2]2[CH:10]=[CH:9][CH:8]=[CH:7][C:3]=2[C:4](=[O:6])[O:5][C:18]1=[O:17]. (4) Given the reactants [F:1][C:2]1[CH:3]=[C:4]([C:9]2[CH:18]=[N:17][C:16]3[C:15]([C:19](O)=[O:20])=[C:14]([OH:22])[C:13]([C:23]4[S:24][CH:25]=[CH:26][CH:27]=4)=[CH:12][C:11]=3[N:10]=2)[CH:5]=[CH:6][C:7]=1[F:8].Cl.C([NH:31][CH2:32][C:33]([OH:35])=[O:34])C.[CH2:36](N(CC)CC)[CH3:37].C1CN([P+](ON2N=NC3C=CC=CC2=3)(N2CCCC2)N2CCCC2)CC1.F[P-](F)(F)(F)(F)F, predict the reaction product. The product is: [F:1][C:2]1[CH:3]=[C:4]([C:9]2[CH:18]=[N:17][C:16]3[C:11](=[CH:12][C:13]([C:23]4[S:24][CH:25]=[CH:26][CH:27]=4)=[C:14]([OH:22])[C:15]=3[C:19]([NH:31][CH2:32][C:33]([O:35][CH2:36][CH3:37])=[O:34])=[O:20])[N:10]=2)[CH:5]=[CH:6][C:7]=1[F:8]. (5) Given the reactants [F:1][C:2]1[C:3](I)=[C:4]([C:8]([N:10]2[CH:15]([CH3:16])[CH:14]3[CH2:17][CH:11]2[CH:12]([NH:18][C:19]2[CH:24]=[N:23][C:22]([C:25]([F:28])([F:27])[F:26])=[CH:21][N:20]=2)[CH2:13]3)=[O:9])[CH:5]=[CH:6][CH:7]=1.C([Sn](CCCC)(CCCC)[C:35]1[N:40]=[CH:39][CH:38]=[CH:37][N:36]=1)CCC.[Li+].[Cl-], predict the reaction product. The product is: [F:1][C:2]1[C:3]([C:35]2[N:40]=[CH:39][CH:38]=[CH:37][N:36]=2)=[C:4]([C:8]([N:10]2[CH:15]([CH3:16])[CH:14]3[CH2:17][CH:11]2[CH:12]([NH:18][C:19]2[CH:24]=[N:23][C:22]([C:25]([F:28])([F:27])[F:26])=[CH:21][N:20]=2)[CH2:13]3)=[O:9])[CH:5]=[CH:6][CH:7]=1. (6) The product is: [F:65][C:64]([F:66])([F:67])[C:62]1[CH:63]=[C:58]([CH:59]=[C:60]([C:68]([F:71])([F:69])[F:70])[CH:61]=1)[CH2:57][N:40]1[C:36]([C:34]([OH:33])=[O:35])=[C:37]([I:55])[C:38]2[S:43][C:42]([I:44])=[C:41]([C:45]3[CH:46]=[CH:47][C:48]([C:51]([CH3:54])([CH3:53])[CH3:52])=[CH:49][CH:50]=3)[C:39]1=2. Given the reactants ClC1C=C(C=CC=1)CN1C(C(O)=O)=CC2SC(C3C=CC(OC(C)C)=CC=3)=C(C)C1=2.C([O:33][C:34]([C:36]1[NH:40][C:39]2[C:41]([C:45]3[CH:50]=[CH:49][C:48]([C:51]([CH3:54])([CH3:53])[CH3:52])=[CH:47][CH:46]=3)=[C:42]([I:44])[S:43][C:38]=2[C:37]=1[I:55])=[O:35])C.Br[CH2:57][C:58]1[CH:63]=[C:62]([C:64]([F:67])([F:66])[F:65])[CH:61]=[C:60]([C:68]([F:71])([F:70])[F:69])[CH:59]=1, predict the reaction product. (7) Given the reactants Cl[C:2]1[CH:7]=[C:6]([C:8]2[CH:13]=[CH:12][N:11]=[C:10]([N:14]3[CH2:19][CH:18]4[CH2:20][CH:15]3[CH2:16][N:17]4[CH:21]([CH3:23])[CH3:22])[N:9]=2)[CH:5]=[CH:4][N:3]=1.[CH3:24][C@H:25]([NH2:32])[C:26]1[CH:31]=[CH:30][CH:29]=[CH:28][CH:27]=1.C1C=CC(P(C2C(C3C(P(C4C=CC=CC=4)C4C=CC=CC=4)=CC=C4C=3C=CC=C4)=C3C(C=CC=C3)=CC=2)C2C=CC=CC=2)=CC=1.CC([O-])(C)C.[Na+], predict the reaction product. The product is: [CH:21]([N:17]1[CH2:16][CH:15]2[CH2:20][CH:18]1[CH2:19][N:14]2[C:10]1[N:9]=[C:8]([C:6]2[CH:5]=[CH:4][N:3]=[C:2]([NH:32][C@H:25]([C:26]3[CH:31]=[CH:30][CH:29]=[CH:28][CH:27]=3)[CH3:24])[CH:7]=2)[CH:13]=[CH:12][N:11]=1)([CH3:23])[CH3:22].